Dataset: Retrosynthesis with 50K atom-mapped reactions and 10 reaction types from USPTO. Task: Predict the reactants needed to synthesize the given product. Given the product CCN(CC)c1ccc(NC(=O)c2c(-c3c(Cl)cccc3Cl)noc2CCCCO)cc1, predict the reactants needed to synthesize it. The reactants are: CCN(CC)c1ccc(NC(=O)c2c(-c3c(Cl)cccc3Cl)noc2CCCCO[Si](C)(C)C(C)(C)C)cc1.